This data is from Peptide-MHC class II binding affinity with 134,281 pairs from IEDB. The task is: Regression. Given a peptide amino acid sequence and an MHC pseudo amino acid sequence, predict their binding affinity value. This is MHC class II binding data. (1) The peptide sequence is AAFKIAATAANSAPA. The MHC is DRB1_0401 with pseudo-sequence DRB1_0401. The binding affinity (normalized) is 1.00. (2) The peptide sequence is GRTILKENIKYEVAIFVH. The MHC is DRB1_1101 with pseudo-sequence DRB1_1101. The binding affinity (normalized) is 0.303. (3) The peptide sequence is IIFCSDALTLIPEFS. The MHC is DRB1_0101 with pseudo-sequence DRB1_0101. The binding affinity (normalized) is 0.834. (4) The peptide sequence is MLSPMLHHWIKVEYG. The MHC is DRB1_0404 with pseudo-sequence DRB1_0404. The binding affinity (normalized) is 0.461. (5) The peptide sequence is HLCLDYKVCDKLKTTFVH. The MHC is DRB1_0101 with pseudo-sequence DRB1_0101. The binding affinity (normalized) is 0.173. (6) The peptide sequence is NLEIDMIVDTISDFR. The MHC is DRB1_0901 with pseudo-sequence DRB1_0901. The binding affinity (normalized) is 0.217. (7) The peptide sequence is PTVDIEEAPEMPALY. The MHC is DRB5_0101 with pseudo-sequence DRB5_0101. The binding affinity (normalized) is 0.